Task: Predict which catalyst facilitates the given reaction.. Dataset: Catalyst prediction with 721,799 reactions and 888 catalyst types from USPTO Reactant: [C:1]([C:3]([C:17]#[N:18])=[C:4]1[CH2:9][CH2:8][CH2:7][N:6]([C:10](OC(C)(C)C)=O)C1)#[N:2].[C:19](=[O:22])([O-])[O-:20].[K+].[K+].Br[CH2:26][C:27]([O:29][CH3:30])=[O:28].O. Product: [NH2:18][CH:17]1[CH:26]([C:27]([O:29][CH3:30])=[O:28])[CH2:10][N:6]2[CH:7]=[C:8]([C:19]([O:20][C:3]([CH3:17])([CH3:4])[CH3:1])=[O:22])[CH:9]=[C:4]2[CH:3]1[C:1]#[N:2]. The catalyst class is: 10.